This data is from Full USPTO retrosynthesis dataset with 1.9M reactions from patents (1976-2016). The task is: Predict the reactants needed to synthesize the given product. (1) Given the product [CH3:24][O:23][C:19]1[CH:18]=[C:17]([CH:16]2[CH2:15][N:11]([CH2:12][CH2:13][CH3:14])[C:9](=[O:10])[CH2:8][O:25]2)[CH:22]=[CH:21][CH:20]=1, predict the reactants needed to synthesize it. The reactants are: [OH-].[K+].C(O)(C)C.Cl[CH2:8][C:9]([N:11]([CH2:15][CH:16]([OH:25])[C:17]1[CH:22]=[CH:21][CH:20]=[C:19]([O:23][CH3:24])[CH:18]=1)[CH2:12][CH2:13][CH3:14])=[O:10]. (2) Given the product [Cl:17][C:4]1[CH:5]=[C:6]([C:19]2[CH:24]=[CH:23][C:22]([O:25][CH3:26])=[CH:21][CH:20]=2)[CH:7]=[C:2]([Cl:1])[N:3]=1, predict the reactants needed to synthesize it. The reactants are: [Cl:1][C:2]1[CH:7]=[C:6](B2OC(C)(C)C(C)(C)O2)[CH:5]=[C:4]([Cl:17])[N:3]=1.Br[C:19]1[CH:24]=[CH:23][C:22]([O:25][CH3:26])=[CH:21][CH:20]=1.C(=O)([O-])[O-].[Na+].[Na+]. (3) Given the product [C:1]([C:3]1[CH:4]=[CH:5][C:6]([O:15][CH2:16][CH:17]([OH:18])[CH2:19][N:33]2[CH2:34][CH:35]3[CH2:37][CH:31]([CH2:30][N:29]([C:27]([NH:26][C:20]4[CH:25]=[CH:24][CH:23]=[CH:22][CH:21]=4)=[O:28])[CH2:36]3)[CH2:32]2)=[C:7]([C:8]([NH:10][CH:11]2[CH2:13][CH2:12]2)=[O:9])[CH:14]=1)#[N:2], predict the reactants needed to synthesize it. The reactants are: [C:1]([C:3]1[CH:4]=[CH:5][C:6]([O:15][CH2:16][CH:17]2[CH2:19][O:18]2)=[C:7]([CH:14]=1)[C:8]([NH:10][CH:11]1[CH2:13][CH2:12]1)=[O:9])#[N:2].[C:20]1([NH:26][C:27]([N:29]2[CH2:36][CH:35]3[CH2:37][CH:31]([CH2:32][NH:33][CH2:34]3)[CH2:30]2)=[O:28])[CH:25]=[CH:24][CH:23]=[CH:22][CH:21]=1.O.ClCCl. (4) The reactants are: [Br:1][C:2]1[CH:3]=[CH:4][C:5]([CH2:8][CH2:9][C:10]([O:12]CC)=[O:11])=[N:6][CH:7]=1.[OH-].[Na+].C1COCC1.Cl. Given the product [Br:1][C:2]1[CH:3]=[CH:4][C:5]([CH2:8][CH2:9][C:10]([OH:12])=[O:11])=[N:6][CH:7]=1, predict the reactants needed to synthesize it. (5) Given the product [CH3:29][C:17]1[N:16]([C@@H:14]([CH:11]2[CH2:10][CH2:9][NH:8][CH2:13][CH2:12]2)[CH3:15])[C:24]2[C:19]([C:18]=1[C:25]([O:27][CH3:28])=[O:26])=[CH:20][CH:21]=[CH:22][CH:23]=2, predict the reactants needed to synthesize it. The reactants are: C(OC([N:8]1[CH2:13][CH2:12][CH:11]([C@H:14]([N:16]2[C:24]3[C:19](=[CH:20][CH:21]=[CH:22][CH:23]=3)[C:18]([C:25]([O:27][CH3:28])=[O:26])=[C:17]2[CH3:29])[CH3:15])[CH2:10][CH2:9]1)=O)(C)(C)C.CO.Cl. (6) Given the product [F:30][C:29]([F:32])([F:31])[S:26]([O:43][C:8]1[C:3]([CH2:10][F:11])([CH2:2][F:1])[CH2:4][CH2:5][CH2:6][CH:7]=1)(=[O:28])=[O:27], predict the reactants needed to synthesize it. The reactants are: [F:1][CH2:2][C:3]1([CH2:10][F:11])[CH2:8][CH2:7][C:6](=O)[CH2:5][CH2:4]1.C1C=CC(N([S:26]([C:29]([F:32])([F:31])[F:30])(=[O:28])=[O:27])[S:26]([C:29]([F:32])([F:31])[F:30])(=[O:28])=[O:27])=CC=1.C[Si]([N-][Si](C)(C)C)(C)C.[K+].[O:43]1CCCC1. (7) The reactants are: [H-].[Al+3].[Li+].[H-].[H-].[H-].C([CH:9]([CH:13]1[CH2:18][N:17]([CH2:19][C:20]2[CH:25]=[CH:24][CH:23]=[CH:22][CH:21]=2)[CH2:16][CH2:15][NH:14]1)[C:10]([O-])=[O:11])C.[OH-].[Na+].S([O-])([O-])(=O)=O.[Na+].[Na+]. Given the product [CH2:19]([N:17]1[CH2:16][CH2:15][NH:14][CH:13]([CH2:9][CH2:10][OH:11])[CH2:18]1)[C:20]1[CH:21]=[CH:22][CH:23]=[CH:24][CH:25]=1, predict the reactants needed to synthesize it.